Task: Regression. Given a peptide amino acid sequence and an MHC pseudo amino acid sequence, predict their binding affinity value. This is MHC class I binding data.. Dataset: Peptide-MHC class I binding affinity with 185,985 pairs from IEDB/IMGT The peptide sequence is LSNFMLWQF. The MHC is HLA-B46:01 with pseudo-sequence HLA-B46:01. The binding affinity (normalized) is 0.0847.